Dataset: Forward reaction prediction with 1.9M reactions from USPTO patents (1976-2016). Task: Predict the product of the given reaction. (1) Given the reactants N(C(OC(C)C)=O)=NC(OC(C)C)=O.O[CH2:16][CH2:17][N:18]1[C:23](=[O:24])[C:22]([N:25]2[CH:29]=[C:28]([CH3:30])[N:27]=[CH:26]2)=[CH:21][CH:20]=[C:19]1[C:31]([NH:33][C@@H:34]([CH3:37])[CH2:35][OH:36])=[O:32].C1(P(C2C=CC=CC=2)C2C=CC=CC=2)C=CC=CC=1, predict the reaction product. The product is: [OH:36][CH2:35][C@@H:34]([N:33]1[CH2:16][CH2:17][N:18]2[C:23](=[O:24])[C:22]([N:25]3[CH:29]=[C:28]([CH3:30])[N:27]=[CH:26]3)=[CH:21][CH:20]=[C:19]2[C:31]1=[O:32])[CH3:37]. (2) Given the reactants [Cl:1][C:2]1[C:3]2[C:48]([F:49])=[CH:47][CH:46]=[C:45]([F:50])[C:4]=2[S:5][C:6]=1[C:7]([N:9]([CH2:25][C:26]1[CH:27]=[C:28]([C:34]2[CH:39]=[CH:38][C:37]([C:40](=[O:44])[N:41]([CH3:43])[CH3:42])=[CH:36][CH:35]=2)[CH:29]=[CH:30][C:31]=1[O:32][CH3:33])[CH:10]1[CH2:15][CH2:14][CH:13]([N:16](C)[C:17](=O)OC(C)(C)C)[CH2:12][CH2:11]1)=[O:8].CC(OC)(C)C, predict the reaction product. The product is: [ClH:1].[CH3:43][N:41]([CH3:42])[C:40]([C:37]1[CH:38]=[CH:39][C:34]([C:28]2[CH:29]=[CH:30][C:31]([O:32][CH3:33])=[C:26]([CH2:25][N:9]([CH:10]3[CH2:11][CH2:12][CH:13]([NH:16][CH3:17])[CH2:14][CH2:15]3)[C:7]([C:6]3[S:5][C:4]4[C:45]([F:50])=[CH:46][CH:47]=[C:48]([F:49])[C:3]=4[C:2]=3[Cl:1])=[O:8])[CH:27]=2)=[CH:35][CH:36]=1)=[O:44]. (3) Given the reactants [CH3:1][C:2]1[CH:10]=[CH:9][C:5]([C:6](O)=[O:7])=[CH:4][C:3]=1[NH:11][C:12]1[N:13]([C:17]2[CH:22]=[C:21]([NH:23][CH3:24])[N:20]=[CH:19][N:18]=2)[N:14]=[CH:15][N:16]=1.[F:25][C:26]([F:35])([F:34])[C:27]1[CH:28]=[C:29]([NH2:33])[CH:30]=[CH:31][CH:32]=1.CN(C(ON1N=NC2C=CC=NC1=2)=[N+](C)C)C.F[P-](F)(F)(F)(F)F.C(N(C(C)C)CC)(C)C, predict the reaction product. The product is: [CH3:1][C:2]1[CH:10]=[CH:9][C:5]([C:6]([NH:33][C:29]2[CH:30]=[CH:31][CH:32]=[C:27]([C:26]([F:25])([F:34])[F:35])[CH:28]=2)=[O:7])=[CH:4][C:3]=1[NH:11][C:12]1[N:13]([C:17]2[CH:22]=[C:21]([NH:23][CH3:24])[N:20]=[CH:19][N:18]=2)[N:14]=[CH:15][N:16]=1. (4) Given the reactants Cl[C:2]1[N:7]=[C:6]([C:8]([O:10][CH3:11])=[O:9])[CH:5]=[CH:4][N:3]=1.[F:12][C:13]1[CH:18]=[C:17](B(O)O)[CH:16]=[CH:15][N:14]=1.C(Cl)Cl.C(=O)([O-])[O-].[Na+].[Na+].[N+](=C)=[N-], predict the reaction product. The product is: [F:12][C:13]1[CH:18]=[C:17]([C:2]2[N:7]=[C:6]([C:8]([O:10][CH3:11])=[O:9])[CH:5]=[CH:4][N:3]=2)[CH:16]=[CH:15][N:14]=1. (5) Given the reactants [H-].[Na+].[CH3:3][NH:4][S:5]([CH3:8])(=[O:7])=[O:6].[Cl:9][C:10]1[N:15]=[C:14]([Cl:16])[C:13]([F:17])=[C:12](Cl)[N:11]=1, predict the reaction product. The product is: [Cl:9][C:10]1[N:11]=[C:12]([N:4]([CH3:3])[S:5]([CH3:8])(=[O:7])=[O:6])[C:13]([F:17])=[C:14]([Cl:16])[N:15]=1. (6) Given the reactants FC1C=CC=CC=1NC(=O)NC1C=CC(C2SC(C3CCC(CC(O)=O)CC3)=NC=2)=CC=1.[Cl:33][C:34]1[CH:39]=[CH:38][CH:37]=[CH:36][C:35]=1[NH:40][C:41](=[O:69])[NH:42][C:43]1[CH:48]=[CH:47][C:46]([C:49]2[S:53][C:52]([CH:54]3[CH2:59][CH2:58][N:57]([CH:60]([CH3:68])[C:61]([O:63]C(C)(C)C)=[O:62])[CH2:56][CH2:55]3)=[N:51][CH:50]=2)=[CH:45][CH:44]=1.FC(F)(F)C(O)=O, predict the reaction product. The product is: [Cl:33][C:34]1[CH:39]=[CH:38][CH:37]=[CH:36][C:35]=1[NH:40][C:41](=[O:69])[NH:42][C:43]1[CH:44]=[CH:45][C:46]([C:49]2[S:53][C:52]([CH:54]3[CH2:55][CH2:56][N:57]([CH:60]([CH3:68])[C:61]([OH:63])=[O:62])[CH2:58][CH2:59]3)=[N:51][CH:50]=2)=[CH:47][CH:48]=1. (7) Given the reactants [CH2:1]([O:3][C:4]1[CH:13]=[C:12]([N+:14]([O-])=O)[CH:11]=[CH:10][C:5]=1[C:6]([O:8]C)=[O:7])[CH3:2], predict the reaction product. The product is: [CH2:1]([O:3][C:4]1[CH:13]=[C:12]([NH2:14])[CH:11]=[CH:10][C:5]=1[C:6]([OH:8])=[O:7])[CH3:2]. (8) Given the reactants [CH3:1][C:2]1[CH:7]([CH3:8])[O:6][CH:5]([C:9]2[CH:14]=[CH:13][N:12]=[CH:11][C:10]=2[N+:15]([O-:17])=[O:16])[CH2:4][C:3]=1[O:18][Si](C)(C)C.CC1(C)O[O:25]1.C1CCCCC=1.Cl.[OH-].[Na+], predict the reaction product. The product is: [OH:25][C:2]1([CH3:1])[C:3](=[O:18])[CH2:4][CH:5]([C:9]2[CH:14]=[CH:13][N:12]=[CH:11][C:10]=2[N+:15]([O-:17])=[O:16])[O:6][CH:7]1[CH3:8].